From a dataset of Experimentally validated miRNA-target interactions with 360,000+ pairs, plus equal number of negative samples. Binary Classification. Given a miRNA mature sequence and a target amino acid sequence, predict their likelihood of interaction. (1) The miRNA is hsa-miR-449a with sequence UGGCAGUGUAUUGUUAGCUGGU. The protein sequence of the target gene is MGSRGQGLLLAYCLLLAFASGLVLSRVPHVQGEQQEWEGTEELPSPPDHAERAEEQHEKYRPSQDQGLPASRCLRCCDPGTSMYPATAVPQINITILKGEKGDRGDRGLQGKYGKTGSAGARGHTGPKGQKGSMGAPGERCKSHYAAFSVGRKKPMHSNHYYQTVIFDTEFVNLYDHFNMFTGKFYCYVPGLYFFSLNVHTWNQKETYLHIMKNEEEVVILFAQVGDRSIMQSQSLMLELREQDQVWVRLYKGERENAIFSEELDTYITFSGYLVKHATEP. Result: 0 (no interaction). (2) The miRNA is hsa-let-7a-5p with sequence UGAGGUAGUAGGUUGUAUAGUU. The protein sequence of the target gene is MASKGAGMSFSRKSYRLTSDAEKSRVTGIVQEKLLNDYLNRIFSSSEHAPPAATSRKPLNFQNLPEHLDQLLQVDNEEEESQGQVEGRLGPSTVVLDHTGGFEGLLLVDDDLLGVIGHSNFGTIRSTTCVYKGKWLYEVLISSQGLMQIGWCTISCRFNQEEGVGDTHNSYAYDGNRVRKWNVTTTNYGKAWAAGDIVSCLIDLDDGTLSFCLNGVSLGTAFENLSRGLGMAYFPAISLSFKESVAFNFGSRPLRYPVAGYRPLQDPPSADLVRAQRLLGCFRAVLSVELDPVEGRLLDK.... Result: 0 (no interaction). (3) The miRNA is kshv-miR-K12-5-3p with sequence UAGGAUGCCUGGAACUUGCCGGU. The protein sequence of the target gene is MAAETLLSSLLGLLLLGLLLPASLTGGVGSLNLEELSEMRYGIEILPLPVMGGQSQSSDVVIVSSKYKQRYECRLPAGAIHFQREREEETPAYQGPGIPELLSPMRDAPCLLKTKDWWTYEFCYGRHIQQYHMEDSEIKGEVLYLGYYQSAFDWDDETAKASKQHRLKRYHSQTYGNGSKCDLNGRPREAEVRFLCDEGAGISGDYIDRVDEPLSCSYVLTIRTPRLCPHPLLRPPPSAAPQAILCHPSLQPEEYMAYVQRQADSKQYGDKIIEELQDLGPQVWSETKSGVAPQKMAGAS.... Result: 0 (no interaction). (4) The miRNA is hsa-miR-552-3p with sequence AACAGGUGACUGGUUAGACAA. The protein sequence of the target gene is MERQQQQQQQLRNLRDFLLVYNRMTELCFQRCVPSLHHRALDAEEEACLHSCAGKLIHSNHRLMAAYVQLMPALVQRRIADYEAASAVPGVAAEQPGVSPSGS. Result: 0 (no interaction). (5) The miRNA is hsa-miR-7973 with sequence UGUGACCCUAGAAUAAUUAC. The protein sequence of the target gene is MMYIRQRKETKPIEVSEDFPSPKEDVKLEKKLPSGCASGRFWKILSSAVGGTVALCIGLLTSVYLATLHENDLWFSNIKEVEREISFRTECGLYYSYYKQMLQAPTLLQGFHGLIYDNKTESMRTINLLQRMNIYQEVFLSVLYRVLPIQKYLEPVYFYIYTLFGLQAVYVTALYITSWLLSGTWLSGLLAALWYVTNRIDTTRVEFTIPLRENWALPFFAIQIAAITYFLRPNLQPLSERLTLLAIFVSTFLFSLTWQFNQFMMLLQALVLFILDSLDMLPAMKATWLYGIQISCLLLV.... Result: 0 (no interaction). (6) The miRNA is mmu-miR-679-5p with sequence GGACUGUGAGGUGACUCUUGGU. The protein sequence of the target gene is MPGIDKLPIEETLEDSPQTRSLLGVFEEDATAISNYMNQLYQAMHRIYDAQNELSAATHLTSKLLKEYEKQRFPLGGDDEVMSSTLQQFSKVIDELSSCHAVLSTQLADAMMFPITQFKERDLKEILTLKEVFQIASNDHDAAINRYSRLSKKRENDKVKYEVTEDVYTSRKKQHQTMMHYFCALNTLQYKKKIALLEPLLGYMQAQISFFKMGSENLNEQLEEFLANIGTSVQNVRREMDSDIETMQQTIEDLEVASDPLYVPDPDPTKFPVNRNLTRKAGYLNARNKTGLVSSTWDRQ.... Result: 0 (no interaction). (7) The miRNA is mmu-miR-1b-3p with sequence UGGGUACAUAAAGAAGUAUGUGC. The protein sequence of the target gene is MAEVKLGMKTQVPASVESQKPRSKKAPDFPIVEKQNWLIHLHYIRKDYEACKAVIKEQLQETQGLCEYAIYVQALIFRLEGNIQESLELFQTCAVLSPQCADNLKQVARSLFLLGKHKAATEVYNEAAKLNQKDWEICHNLGVCYTYLKQFNKAQDQLHSALQLNKHDLTYIMLGKIHLLQGDLDKAIEIYKKAVEFSPENTELLTTLGLLYLQLGVYQKAFEHLGNALTYDPANYKAILAAGSMMQTHGDFDVALTKYRVVACAIPESPPLWNNIGMCFFGKKKYVAAISCLKRANYLA.... Result: 0 (no interaction). (8) The miRNA is hsa-miR-3692-3p with sequence GUUCCACACUGACACUGCAGAAGU. The protein sequence of the target gene is MAAQIPIVATTSTPGIVRNSKKRPASPSHNGSSGGGYGASKKKKASASSFAQGISMEAMSENKMVPSEFSTGPVEKAAKPLPFKDPNFVHSGHGGAVAGKKNRTWKNLKQILASERALPWQLNDPNYFSIDAPPSFKPAKKYSDVSGLLANYTDPQSKLRFSTIEEFSYIRRLPSDVVTGYLALRKATSIVP. Result: 1 (interaction). (9) The miRNA is mmu-miR-335-3p with sequence UUUUUCAUUAUUGCUCCUGACC. The protein sequence of the target gene is MCPGNWLWASMTFMARFSRGSSRSPVRTRGSLEEMPSVHHPFLNVFELERLLYTGKTACNHADEVWPGLYLGDQDMANNRRELRRLGITHVLNASHNRWRGTPEAYEGLGIRYLGVEAHDSPAFDMSIHFQTAADFIHRALSQPGGKILVHCAVGVSRSATLVLAYLMLYHHFTLVEAIKKVKDHRGITPNRGFLRQLLALDRRLRQGLEA. Result: 1 (interaction).